This data is from Forward reaction prediction with 1.9M reactions from USPTO patents (1976-2016). The task is: Predict the product of the given reaction. (1) Given the reactants CO[N:3](C(C1C=CC=CC=1)(C1C=CC=CC=1)C1C=CC=CC=1)[C:4]1[NH:5][C:6](=[O:23])[C:7]2[N:8]=[CH:9][N:10]([C@@H:13]3[O:17][C@H:16]([CH2:18][OH:19])[CH2:15][C@:14]3([C:21]#[CH:22])[F:20])[C:11]=2[N:12]=1, predict the reaction product. The product is: [C:21]([C@:14]1([F:20])[CH2:15][C@@H:16]([CH2:18][OH:19])[O:17][C@H:13]1[N:10]1[CH:9]=[N:8][C:7]2[C:6](=[O:23])[NH:5][C:4]([NH2:3])=[N:12][C:11]1=2)#[CH:22]. (2) The product is: [CH2:23]([C:25]1[N:30]=[C:29]([NH:31][C:19]([N:9]2[CH2:10][CH2:11][N:7]([CH:4]3[CH2:3][CH2:2][O:1][CH2:6][CH2:5]3)[C:8]2=[O:12])=[O:20])[CH:28]=[CH:27][C:26]=1[O:32][C:33]1[CH:38]=[CH:37][N:36]=[C:35]([C:39]2[CH:44]=[CH:43][N:42]=[C:41]([CH3:45])[CH:40]=2)[CH:34]=1)[CH3:24]. Given the reactants [O:1]1[CH2:6][CH2:5][CH:4]([N:7]2[CH2:11][CH2:10][NH:9][C:8]2=[O:12])[CH2:3][CH2:2]1.N1C=CC=CC=1.[C:19](Cl)(Cl)=[O:20].[CH2:23]([C:25]1[N:30]=[C:29]([NH2:31])[CH:28]=[CH:27][C:26]=1[O:32][C:33]1[CH:38]=[CH:37][N:36]=[C:35]([C:39]2[CH:44]=[CH:43][N:42]=[C:41]([CH3:45])[CH:40]=2)[CH:34]=1)[CH3:24], predict the reaction product. (3) Given the reactants Cl[C:2]1[CH:7]=[N:6][N:5]([CH3:8])[C:4](=[O:9])[C:3]=1[O:10][CH3:11].B1(B2OC(C)(C)C(C)(C)O2)OC(C)(C)C(C)(C)O1.C1(P(C2CCCCC2)C2CCCCC2)CCCCC1.C([O-])(=O)C.[K+].Br[C:55]1[CH:60]=[CH:59][C:58]([C:61]([F:64])([F:63])[F:62])=[CH:57][N:56]=1.[F-].[Cs+], predict the reaction product. The product is: [CH3:11][O:10][C:3]1[C:4](=[O:9])[N:5]([CH3:8])[N:6]=[CH:7][C:2]=1[C:55]1[CH:60]=[CH:59][C:58]([C:61]([F:64])([F:63])[F:62])=[CH:57][N:56]=1.